This data is from Reaction yield outcomes from USPTO patents with 853,638 reactions. The task is: Predict the reaction yield, written as a fraction of the theoretical maximum amount of product (1.0 means a 100% yield; for example, 0.34 means a 34% yield). (1) The reactants are C([N-]C(C)C)(C)C.[Li+].[CH2:9]([N:16]1[CH2:21][CH2:20][CH:19]([N:22]2[CH:26]=[C:25]([Br:27])[CH:24]=[N:23]2)[CH2:18][CH2:17]1)[C:10]1[CH:15]=[CH:14][CH:13]=[CH:12][CH:11]=1.[F:28]N(S(C1C=CC=CC=1)(=O)=O)S(C1C=CC=CC=1)(=O)=O. The catalyst is C1COCC1. The product is [CH2:9]([N:16]1[CH2:21][CH2:20][CH:19]([N:22]2[C:26]([F:28])=[C:25]([Br:27])[CH:24]=[N:23]2)[CH2:18][CH2:17]1)[C:10]1[CH:15]=[CH:14][CH:13]=[CH:12][CH:11]=1. The yield is 0.250. (2) The reactants are [Br:1][C:2]1[CH:7]=[CH:6][C:5]([CH:8](O)[C:9]([NH2:11])=[O:10])=[C:4]([F:13])[CH:3]=1.C(N(CC)CC)C.CS(Cl)(=O)=O.Cl.[CH:27]1([N:30]2[CH2:35][C:34]3([CH2:40][CH2:39][NH:38][CH2:37][CH2:36]3)[O:33][CH2:32][C:31]2=[O:41])[CH2:29][CH2:28]1. The catalyst is C(#N)C.O. The product is [Br:1][C:2]1[CH:7]=[CH:6][C:5]([CH:8]([N:38]2[CH2:39][CH2:40][C:34]3([O:33][CH2:32][C:31](=[O:41])[N:30]([CH:27]4[CH2:28][CH2:29]4)[CH2:35]3)[CH2:36][CH2:37]2)[C:9]([NH2:11])=[O:10])=[C:4]([F:13])[CH:3]=1. The yield is 0.550. (3) The reactants are C([O:3][C:4](=[O:24])[CH:5]([C:7]1[CH:23]=[CH:22][C:10]2[N:11]=[C:12]([NH:14][C:15]([O:17][C:18]([CH3:21])([CH3:20])[CH3:19])=[O:16])[S:13][C:9]=2[CH:8]=1)[CH3:6])C.[OH-].[Na+].C(O)(=O)C. The catalyst is C1COCC1.O. The product is [C:18]([O:17][C:15]([NH:14][C:12]1[S:13][C:9]2[CH:8]=[C:7]([CH:5]([CH3:6])[C:4]([OH:24])=[O:3])[CH:23]=[CH:22][C:10]=2[N:11]=1)=[O:16])([CH3:21])([CH3:19])[CH3:20]. The yield is 1.00. (4) The reactants are Cl[C:2]1[O:3][C:4]([C:7]2[N:8]([C:17]([O:19][C:20]([CH3:23])([CH3:22])[CH3:21])=[O:18])[C:9]3[C:14]([CH:15]=2)=[CH:13][C:12]([F:16])=[CH:11][CH:10]=3)=[CH:5][N:6]=1.[NH2:24][C:25]1[CH:26]=[C:27]([OH:31])[CH:28]=[CH:29][CH:30]=1. The catalyst is CC(O)C. The product is [F:16][C:12]1[CH:13]=[C:14]2[C:9](=[CH:10][CH:11]=1)[N:8]([C:17]([O:19][C:20]([CH3:23])([CH3:22])[CH3:21])=[O:18])[C:7]([C:4]1[O:3][C:2]([NH:24][C:25]3[CH:30]=[CH:29][CH:28]=[C:27]([OH:31])[CH:26]=3)=[N:6][CH:5]=1)=[CH:15]2. The yield is 0.400. (5) The reactants are [C:1]1([CH3:14])[CH:6]=[C:5]([CH3:7])[CH:4]=[C:3]([CH3:8])[C:2]=1[S:9]([O:12][NH2:13])(=[O:11])=[O:10].[Cl:15][C:16]1[CH:17]=[CH:18][C:19]([NH2:22])=[N:20][CH:21]=1. The catalyst is C(Cl)Cl. The product is [CH3:8][C:3]1[CH:4]=[C:5]([CH3:7])[CH:6]=[C:1]([CH3:14])[C:2]=1[S:9]([O-:12])(=[O:11])=[O:10].[NH2:13][N:20]1[CH:21]=[C:16]([Cl:15])[CH:17]=[CH:18][C:19]1=[NH2+:22]. The yield is 0.730.